This data is from Forward reaction prediction with 1.9M reactions from USPTO patents (1976-2016). The task is: Predict the product of the given reaction. (1) Given the reactants [O:1]1[CH:5]=[CH:4][CH:3]=[C:2]1[C:6]1[N:11]=[C:10]([NH2:12])[C:9]([NH2:13])=[CH:8][C:7]=1[C:14]1[CH:19]=[CH:18][N:17]=[CH:16][N:15]=1.[CH2:20](OC(OCC)OCC)C.O.C(=O)([O-])O.[Na+], predict the reaction product. The product is: [O:1]1[CH:5]=[CH:4][CH:3]=[C:2]1[C:6]1[N:11]=[C:10]2[NH:12][CH:20]=[N:13][C:9]2=[CH:8][C:7]=1[C:14]1[CH:19]=[CH:18][N:17]=[CH:16][N:15]=1. (2) Given the reactants [Br:1][C:2]1[CH:8]=[C:7]([CH:9]([CH3:11])[CH3:10])[C:5]([NH2:6])=[C:4]([CH:12]([CH3:14])[CH3:13])[CH:3]=1.[Li]CCCC.Cl[Si:21]([CH:24]1[C:28]2[S:29][CH:30]=[CH:31][C:27]=2[C:26]([CH3:32])=[C:25]1[CH3:33])([CH3:23])[CH3:22], predict the reaction product. The product is: [Br:1][C:2]1[CH:8]=[C:7]([CH:9]([CH3:10])[CH3:11])[C:5]([NH:6][Si:21]([CH:24]2[C:28]3[S:29][CH:30]=[CH:31][C:27]=3[C:26]([CH3:32])=[C:25]2[CH3:33])([CH3:22])[CH3:23])=[C:4]([CH:12]([CH3:14])[CH3:13])[CH:3]=1. (3) Given the reactants [F:1][C:2]1[CH:3]=[C:4]([CH:26]=[CH:27][CH:28]=1)[CH2:5][N:6]1[CH2:10][CH2:9][CH2:8][C@@H:7]1[C:11]([NH:13][C@H:14]([C:16]1[CH:25]=[CH:24][C:19]([C:20]([O:22]C)=[O:21])=[CH:18][CH:17]=1)[CH3:15])=[O:12].O[Li:30].O, predict the reaction product. The product is: [F:1][C:2]1[CH:3]=[C:4]([CH:26]=[CH:27][CH:28]=1)[CH2:5][N:6]1[CH2:10][CH2:9][CH2:8][C@@H:7]1[C:11]([NH:13][C@H:14]([C:16]1[CH:17]=[CH:18][C:19]([C:20]([O-:22])=[O:21])=[CH:24][CH:25]=1)[CH3:15])=[O:12].[Li+:30]. (4) The product is: [CH3:1][O:2][C:3]([C:5]1[S:6][C:7]([NH2:20])=[C:8]([S:10]([C:13]2[CH:14]=[C:15]([C:27]3[CH:26]=[CH:25][CH:24]=[C:23]([CH:21]=[O:22])[CH:28]=3)[CH:16]=[CH:17][CH:18]=2)(=[O:12])=[O:11])[CH:9]=1)=[O:4]. Given the reactants [CH3:1][O:2][C:3]([C:5]1[S:6][C:7]([NH2:20])=[C:8]([S:10]([C:13]2[CH:18]=[CH:17][CH:16]=[C:15](Br)[CH:14]=2)(=[O:12])=[O:11])[CH:9]=1)=[O:4].[CH:21]([C:23]1[CH:24]=[C:25](B(O)O)[CH:26]=[CH:27][CH:28]=1)=[O:22].C([O-])([O-])=O.[Na+].[Na+].C(O)C, predict the reaction product.